This data is from Catalyst prediction with 721,799 reactions and 888 catalyst types from USPTO. The task is: Predict which catalyst facilitates the given reaction. Reactant: [NH2:1][C:2]([NH:4][C:5]1[CH:9]=[C:8](Br)[S:7][C:6]=1[C:11]([NH2:13])=[O:12])=[O:3].C(=O)(O)[O-].[Na+].[CH:19]([C:21]1[CH:22]=[C:23](B(O)O)[CH:24]=[CH:25][CH:26]=1)=[O:20]. Product: [NH2:1][C:2]([NH:4][C:5]1[CH:9]=[C:8]([C:24]2[CH:23]=[CH:22][C:21]([CH:19]=[O:20])=[CH:26][CH:25]=2)[S:7][C:6]=1[C:11]([NH2:13])=[O:12])=[O:3]. The catalyst class is: 57.